Dataset: Forward reaction prediction with 1.9M reactions from USPTO patents (1976-2016). Task: Predict the product of the given reaction. Given the reactants [NH2:1][C:2]1[S:3][CH:4]=[C:5]2[C:10]=1[C:9](=[O:11])[N:8]([C:12]1[CH:17]=[CH:16][C:15]([O:18][CH3:19])=[CH:14][CH:13]=1)[N:7]=[C:6]2[C:20]([OH:22])=O.F[P-](F)(F)(F)(F)F.N1(O[P+](N(C)C)(N(C)C)N(C)C)C2C=CC=CC=2N=N1.[Cl-].[F:51][C@@H:52]1[CH2:56][CH2:55][NH2+:54][CH2:53]1.CCN(C(C)C)C(C)C, predict the reaction product. The product is: [NH2:1][C:2]1[S:3][CH:4]=[C:5]2[C:6]([C:20]([N:54]3[CH2:55][CH2:56][C@@H:52]([F:51])[CH2:53]3)=[O:22])=[N:7][N:8]([C:12]3[CH:13]=[CH:14][C:15]([O:18][CH3:19])=[CH:16][CH:17]=3)[C:9](=[O:11])[C:10]=12.